From a dataset of Reaction yield outcomes from USPTO patents with 853,638 reactions. Predict the reaction yield, written as a fraction of the theoretical maximum amount of product (1.0 means a 100% yield; for example, 0.34 means a 34% yield). (1) The reactants are Cl[C:2]1[CH:7]=[CH:6][C:5]([O:8][C:9]2[CH:14]=[CH:13][C:12]([F:15])=[C:11]([F:16])[CH:10]=2)=[CH:4][N:3]=1.[N:17]1([C:23]2[CH:24]=[C:25]([CH:27]=[CH:28][CH:29]=2)[NH2:26])[CH2:22][CH2:21][O:20][CH2:19][CH2:18]1.C1(P(C2C=CC=CC=2)C2C3OC4C(=CC=CC=4P(C4C=CC=CC=4)C4C=CC=CC=4)C(C)(C)C=3C=CC=2)C=CC=CC=1.C(=O)([O-])[O-].[Cs+].[Cs+]. The catalyst is O1CCOCC1.C(OCC)(=O)C. The product is [F:16][C:11]1[CH:10]=[C:9]([CH:14]=[CH:13][C:12]=1[F:15])[O:8][C:5]1[CH:6]=[CH:7][C:2]([NH:26][C:25]2[CH:27]=[CH:28][CH:29]=[C:23]([N:17]3[CH2:22][CH2:21][O:20][CH2:19][CH2:18]3)[CH:24]=2)=[N:3][CH:4]=1. The yield is 0.210. (2) The reactants are [BH4-].[Na+].C([O:5][C:6](=O)[CH:7]([N:17]1[CH:21]=[CH:20][N:19]=[CH:18]1)[N:8]1[CH2:12][CH:11]([CH2:13][CH2:14][CH3:15])[CH2:10][C:9]1=[O:16])C. The catalyst is CCO. The product is [OH:5][CH2:6][CH:7]([N:8]1[CH2:12][CH:11]([CH2:13][CH2:14][CH3:15])[CH2:10][C:9]1=[O:16])[N:17]1[CH:21]=[CH:20][N:19]=[CH:18]1. The yield is 0.680. (3) The reactants are [Cl-].[Cl-].[Ca+2].[BH4-].[Na+].[F:6][C:7]1[CH:12]=[CH:11][C:10]([C:13]2[N:18]=[C:17]3[CH:19]=[C:20]([C:23](OC)=[O:24])[N:21]([CH3:22])[C:16]3=[C:15]([C:27]3[CH:32]=[CH:31][C:30]([F:33])=[CH:29][CH:28]=3)[C:14]=2[C:34]2[CH:39]=[CH:38][N:37]=[CH:36][CH:35]=2)=[CH:9][CH:8]=1. The catalyst is C1COCC1. The product is [F:6][C:7]1[CH:12]=[CH:11][C:10]([C:13]2[N:18]=[C:17]3[CH:19]=[C:20]([CH2:23][OH:24])[N:21]([CH3:22])[C:16]3=[C:15]([C:27]3[CH:32]=[CH:31][C:30]([F:33])=[CH:29][CH:28]=3)[C:14]=2[C:34]2[CH:35]=[CH:36][N:37]=[CH:38][CH:39]=2)=[CH:9][CH:8]=1. The yield is 0.260.